From a dataset of Catalyst prediction with 721,799 reactions and 888 catalyst types from USPTO. Predict which catalyst facilitates the given reaction. (1) Reactant: [CH2:1]1[N:6]([CH2:7][CH2:8][CH2:9][CH2:10][O:11][C:12]2[CH:17]=[CH:16][C:15]3[CH:18]=[CH:19][C:20]([NH:22][C:14]=3[CH:13]=2)=[O:21])[CH2:5][CH2:4][N:3]([C:23]2[CH:28]=[CH:27][CH:26]=[C:25]([Cl:29])[C:24]=2[Cl:30])[CH2:2]1.C(N(CC)CC)C.[CH2:38]([N:40]([CH2:44][CH3:45])[C:41](Cl)=[O:42])[CH3:39]. Product: [CH2:38]([N:40]([CH2:44][CH3:45])[C:41](=[O:42])[O:21][C:20]1[CH:19]=[CH:18][C:15]2[C:14](=[CH:13][C:12]([O:11][CH2:10][CH2:9][CH2:8][CH2:7][N:6]3[CH2:5][CH2:4][N:3]([C:23]4[CH:28]=[CH:27][CH:26]=[C:25]([Cl:29])[C:24]=4[Cl:30])[CH2:2][CH2:1]3)=[CH:17][CH:16]=2)[N:22]=1)[CH3:39]. The catalyst class is: 7. (2) Reactant: Br[C:2]1[CH:7]=[CH:6][C:5]([C:8]2[CH:13]=[CH:12][CH:11]=[CH:10][C:9]=2[NH:14][S:15]([CH:18]([CH3:20])[CH3:19])(=[O:17])=[O:16])=[CH:4][CH:3]=1.[B:21]1([B:21]2[O:25][C:24]([CH3:27])([CH3:26])[C:23]([CH3:29])([CH3:28])[O:22]2)[O:25][C:24]([CH3:27])([CH3:26])[C:23]([CH3:29])([CH3:28])[O:22]1.ClCCl.C([O-])(=O)C.[K+]. Product: [CH3:28][C:23]1([CH3:29])[C:24]([CH3:27])([CH3:26])[O:25][B:21]([C:2]2[CH:7]=[CH:6][C:5]([C:8]3[CH:13]=[CH:12][CH:11]=[CH:10][C:9]=3[NH:14][S:15]([CH:18]([CH3:20])[CH3:19])(=[O:17])=[O:16])=[CH:4][CH:3]=2)[O:22]1. The catalyst class is: 58.